This data is from Reaction yield outcomes from USPTO patents with 853,638 reactions. The task is: Predict the reaction yield, written as a fraction of the theoretical maximum amount of product (1.0 means a 100% yield; for example, 0.34 means a 34% yield). (1) The yield is 0.350. The product is [O:40]1[C:36]2[CH:35]=[CH:34][C:33]([C:2]3[CH:7]=[CH:6][C:5]([N:8]4[C:12]([CH2:13][C@H:14]5[CH2:18][CH2:17][N:16]([C:19]([CH:21]6[CH2:23][CH2:22]6)=[O:20])[CH2:15]5)=[N:11][NH:10][C:9]4=[O:24])=[CH:4][CH:3]=3)=[CH:41][C:37]=2[CH:38]=[CH:39]1. The reactants are Br[C:2]1[CH:7]=[CH:6][C:5]([N:8]2[C:12]([CH2:13][C@H:14]3[CH2:18][CH2:17][N:16]([C:19]([CH:21]4[CH2:23][CH2:22]4)=[O:20])[CH2:15]3)=[N:11][NH:10][C:9]2=[O:24])=[CH:4][CH:3]=1.CC1(C)C(C)(C)OB([C:33]2[CH:34]=[CH:35][C:36]3[O:40][CH:39]=[CH:38][C:37]=3[CH:41]=2)O1.C(=O)([O-])[O-].[K+].[K+]. The catalyst is O1CCOCC1.C1C=CC(P(C2C=CC=CC=2)[C-]2C=CC=C2)=CC=1.C1C=CC(P(C2C=CC=CC=2)[C-]2C=CC=C2)=CC=1.Cl[Pd]Cl.[Fe+2].ClCCl. (2) The reactants are [CH:1]([O:4][C:5]1[CH:6]=[CH:7][C:8]([CH:11]=O)=[N:9][CH:10]=1)([CH3:3])[CH3:2].[NH2:13][C:14]1[N:15]=[N:16][C:17]([CH3:20])=[CH:18][CH:19]=1.C([O:23][C:24](=O)[C:25]([OH:38])=[CH:26][C:27]([C:29]1[CH:34]=[CH:33][C:32]([CH:35]([CH3:37])[CH3:36])=[CH:31][CH:30]=1)=[O:28])C. No catalyst specified. The product is [OH:38][C:25]1[C:24](=[O:23])[N:13]([C:14]2[N:15]=[N:16][C:17]([CH3:20])=[CH:18][CH:19]=2)[CH:11]([C:8]2[CH:7]=[CH:6][C:5]([O:4][CH:1]([CH3:2])[CH3:3])=[CH:10][N:9]=2)[C:26]=1[C:27](=[O:28])[C:29]1[CH:34]=[CH:33][C:32]([CH:35]([CH3:37])[CH3:36])=[CH:31][CH:30]=1. The yield is 0.480. (3) The reactants are [Cl:1][C:2]1[CH:3]=[C:4]([CH:7]=[CH:8][C:9]=1[N:10]1[C:14]2=[N:15][CH:16]=[CH:17][C:18](Cl)=[C:13]2[C:12]([CH:20]([CH3:22])[CH3:21])=[N:11]1)[C:5]#[N:6].C(=O)([O-])[O-:24].[K+].[K+].Cl.[CH3:30][N:31]1[CH:35]=[C:34]([C:36]2[N:37]=[CH:38][NH:39][CH:40]=2)[CH:33]=[N:32]1. The catalyst is CS(C)=O.C(Cl)(Cl)Cl.[Cu]=O. The product is [Cl:1][C:2]1[CH:3]=[C:4]([CH:7]=[CH:8][C:9]=1[N:10]1[C:14]2=[N:15][CH:16]=[CH:17][C:18]([N:39]3[CH:40]=[C:36]([C:34]4[CH:33]=[N:32][N:31]([CH3:30])[CH:35]=4)[N:37]=[CH:38]3)=[C:13]2[C:12]([CH:20]([CH3:22])[CH3:21])=[N:11]1)[C:5]([NH2:6])=[O:24]. The yield is 0.180. (4) The reactants are [F:1][C:2]1[CH:7]=[CH:6][C:5]([C:8]2[C:17]3[C:12](=[N:13][C:14]([C:18]([F:21])([F:20])[F:19])=[CH:15][CH:16]=3)[N:11]=[CH:10][CH:9]=2)=[CH:4][C:3]=1OS(C(F)(F)F)(=O)=O.[N:30]1[CH:35]=[C:34](B(O)O)[CH:33]=[N:32][CH:31]=1. No catalyst specified. The product is [F:1][C:2]1[CH:7]=[CH:6][C:5]([C:8]2[CH:9]=[CH:10][N:11]=[C:12]3[C:17]=2[CH:16]=[CH:15][C:14]([C:18]([F:19])([F:20])[F:21])=[N:13]3)=[CH:4][C:3]=1[C:34]1[CH:35]=[N:30][CH:31]=[N:32][CH:33]=1. The yield is 0.410.